This data is from Catalyst prediction with 721,799 reactions and 888 catalyst types from USPTO. The task is: Predict which catalyst facilitates the given reaction. (1) Reactant: [CH2:1]([O:3][C:4](=[O:28])[CH2:5][CH2:6][CH2:7][CH2:8][C:9]1[CH:18]=[CH:17][C:16]2[C:11](=[CH:12][C:13]([N:20]3[CH2:24][C:23](=[O:25])[NH:22][S:21]3(=[O:27])=[O:26])=[C:14]([OH:19])[CH:15]=2)[CH:10]=1)[CH3:2].[CH3:29]C([O-])(C)C.[K+]. Product: [CH:1]([O:3][C:4](=[O:28])[CH2:5][CH2:6][CH2:7][CH2:8][C:9]1[CH:18]=[CH:17][C:16]2[C:11](=[CH:12][C:13]([N:20]3[CH2:24][C:23](=[O:25])[NH:22][S:21]3(=[O:26])=[O:27])=[C:14]([OH:19])[CH:15]=2)[CH:10]=1)([CH3:29])[CH3:2]. The catalyst class is: 41. (2) Reactant: [F:1][C:2]1[CH:11]=[C:10]2[C:5]([CH:6]=[C:7]([C@@H:19]([NH:21][C:22]([C:24]3[CH:32]=[CH:31][CH:30]=[CH:29][C:25]=3[C:26](O)=[O:27])=[O:23])[CH3:20])[C:8]([C:12]3[CH:17]=[CH:16][CH:15]=[C:14]([F:18])[CH:13]=3)=[N:9]2)=[CH:4][CH:3]=1.Cl. Product: [F:1][C:2]1[CH:11]=[C:10]2[C:5]([CH:6]=[C:7]([C@@H:19]([N:21]3[C:22](=[O:23])[C:24]4[C:25](=[CH:29][CH:30]=[CH:31][CH:32]=4)[C:26]3=[O:27])[CH3:20])[C:8]([C:12]3[CH:17]=[CH:16][CH:15]=[C:14]([F:18])[CH:13]=3)=[N:9]2)=[CH:4][CH:3]=1. The catalyst class is: 14. (3) Reactant: [Cl:1][C:2]1[CH:7]=[C:6]([C:8](=[O:13])[NH:9][CH:10]([CH3:12])[CH3:11])[CH:5]=[CH:4][C:3]=1[C:14]1[CH:19]=[CH:18][C:17]([CH2:20][C@H:21]([NH:35][C:36]([C@H:38]2[CH2:43][CH2:42][C@H:41]([CH2:44][NH:45]C(=O)OC(C)(C)C)[CH2:40][CH2:39]2)=[O:37])[C:22](=[O:34])[NH:23][C:24]2[CH:33]=[CH:32][C:27]3[NH:28][C:29](=[O:31])[NH:30][C:26]=3[CH:25]=2)=[CH:16][CH:15]=1.Cl. Product: [ClH:1].[NH2:45][CH2:44][C@H:41]1[CH2:42][CH2:43][C@H:38]([C:36]([NH:35][C@H:21]([C:22](=[O:34])[NH:23][C:24]2[CH:33]=[CH:32][C:27]3[NH:28][C:29](=[O:31])[NH:30][C:26]=3[CH:25]=2)[CH2:20][C:17]2[CH:16]=[CH:15][C:14]([C:3]3[CH:4]=[CH:5][C:6]([C:8]([NH:9][CH:10]([CH3:12])[CH3:11])=[O:13])=[CH:7][C:2]=3[Cl:1])=[CH:19][CH:18]=2)=[O:37])[CH2:39][CH2:40]1. The catalyst class is: 269. (4) Reactant: [Cl:1][C:2]1[C:7]([Cl:8])=[C:6]([C:9]([OH:18])([C:14]([F:17])([F:16])[F:15])[C:10]([F:13])([F:12])[F:11])[CH:5]=[CH:4][C:3]=1[C:19]1[S:23][C:22]([C:24]([O:26][CH2:27][CH3:28])=[O:25])=[N:21][C:20]=1[C:29]([OH:31])=O.Cl.[F:33][C:34]1([F:40])[CH2:38][NH:37][C@@H:36]([CH3:39])[CH2:35]1.CN(C(ON1N=NC2C=CC=NC1=2)=[N+](C)C)C.F[P-](F)(F)(F)(F)F.O. Product: [Cl:1][C:2]1[C:7]([Cl:8])=[C:6]([C:9]([OH:18])([C:14]([F:16])([F:17])[F:15])[C:10]([F:11])([F:13])[F:12])[CH:5]=[CH:4][C:3]=1[C:19]1[S:23][C:22]([C:24]([O:26][CH2:27][CH3:28])=[O:25])=[N:21][C:20]=1[C:29]([N:37]1[CH2:38][C:34]([F:40])([F:33])[CH2:35][C@@H:36]1[CH3:39])=[O:31]. The catalyst class is: 3. (5) Reactant: [CH2:1]([O:3][CH:4]([O:20][CH2:21][CH3:22])[C:5]1[N:10]=[C:9]([S:11][CH2:12][C:13]2[CH:18]=[CH:17][CH:16]=[CH:15][CH:14]=2)[N:8]=[C:7]([NH2:19])[CH:6]=1)[CH3:2].Br[C:24]1[S:25][C:26]2[C:31]([N:32]=1)=[CH:30][CH:29]=[CH:28][N:27]=2.[H-].[Na+].O. Product: [CH2:21]([O:20][CH:4]([O:3][CH2:1][CH3:2])[C:5]1[N:10]=[C:9]([S:11][CH2:12][C:13]2[CH:18]=[CH:17][CH:16]=[CH:15][CH:14]=2)[N:8]=[C:7]([NH:19][C:24]2[S:25][C:26]3[C:31]([N:32]=2)=[CH:30][CH:29]=[CH:28][N:27]=3)[CH:6]=1)[CH3:22]. The catalyst class is: 9. (6) Reactant: [Cl:1][C:2]1[N:11]=[C:10](Cl)[C:9]2[C:4](=[CH:5][CH:6]=[CH:7][CH:8]=2)[N:3]=1.[NH2:13][C:14]1[CH:18]=[C:17]([CH:19]2[CH2:21][CH2:20]2)[NH:16][N:15]=1.C(N(CC)CC)C. Product: [Cl:1][C:2]1[N:11]=[C:10]([NH:13][C:14]2[CH:18]=[C:17]([CH:19]3[CH2:21][CH2:20]3)[NH:16][N:15]=2)[C:9]2[C:4](=[CH:5][CH:6]=[CH:7][CH:8]=2)[N:3]=1. The catalyst class is: 1. (7) Reactant: [NH2:1][C:2]1[CH:3]=[C:4]([CH:21]=[CH:22][CH:23]=1)[O:5][C:6]1[CH:18]=[CH:17][C:9]2[N:10]=[C:11]([NH:13][C:14](=[O:16])[CH3:15])[S:12][C:8]=2[C:7]=1[C:19]#[N:20].[Cl:24][C:25]1[CH:30]=[CH:29][C:28]([N:31]=[C:32]=[O:33])=[CH:27][C:26]=1[C:34]([F:37])([F:36])[F:35]. Product: [Cl:24][C:25]1[CH:30]=[CH:29][C:28]([NH:31][C:32]([NH:1][C:2]2[CH:3]=[C:4]([CH:21]=[CH:22][CH:23]=2)[O:5][C:6]2[CH:18]=[CH:17][C:9]3[N:10]=[C:11]([NH:13][C:14](=[O:16])[CH3:15])[S:12][C:8]=3[C:7]=2[C:19]#[N:20])=[O:33])=[CH:27][C:26]=1[C:34]([F:35])([F:36])[F:37]. The catalyst class is: 42. (8) Reactant: [OH-].[Na+].[F:3][C:4]1[CH:5]=[C:6]([C:10]2[N:15]=[CH:14][C:13]([C:16]([NH:18][C@@H:19]3[CH2:24][CH2:23][C@H:22]([CH2:25][C:26]([O:28]C)=[O:27])[CH2:21][CH2:20]3)=[O:17])=[CH:12][CH:11]=2)[CH:7]=[CH:8][CH:9]=1. Product: [F:3][C:4]1[CH:5]=[C:6]([C:10]2[N:15]=[CH:14][C:13]([C:16]([NH:18][C@@H:19]3[CH2:20][CH2:21][C@H:22]([CH2:25][C:26]([OH:28])=[O:27])[CH2:23][CH2:24]3)=[O:17])=[CH:12][CH:11]=2)[CH:7]=[CH:8][CH:9]=1. The catalyst class is: 5.